This data is from NCI-60 drug combinations with 297,098 pairs across 59 cell lines. The task is: Regression. Given two drug SMILES strings and cell line genomic features, predict the synergy score measuring deviation from expected non-interaction effect. (1) Drug 1: CC1CCC2CC(C(=CC=CC=CC(CC(C(=O)C(C(C(=CC(C(=O)CC(OC(=O)C3CCCCN3C(=O)C(=O)C1(O2)O)C(C)CC4CCC(C(C4)OC)O)C)C)O)OC)C)C)C)OC. Drug 2: CC1=C(C(=O)C2=C(C1=O)N3CC4C(C3(C2COC(=O)N)OC)N4)N. Cell line: NCI/ADR-RES. Synergy scores: CSS=5.92, Synergy_ZIP=-7.44, Synergy_Bliss=-3.84, Synergy_Loewe=-7.41, Synergy_HSA=-2.79. (2) Drug 1: C1=CC(=CC=C1C#N)C(C2=CC=C(C=C2)C#N)N3C=NC=N3. Drug 2: CC1C(C(=O)NC(C(=O)N2CCCC2C(=O)N(CC(=O)N(C(C(=O)O1)C(C)C)C)C)C(C)C)NC(=O)C3=C4C(=C(C=C3)C)OC5=C(C(=O)C(=C(C5=N4)C(=O)NC6C(OC(=O)C(N(C(=O)CN(C(=O)C7CCCN7C(=O)C(NC6=O)C(C)C)C)C)C(C)C)C)N)C. Cell line: UACC-257. Synergy scores: CSS=1.35, Synergy_ZIP=-0.0189, Synergy_Bliss=0.913, Synergy_Loewe=0.990, Synergy_HSA=-0.114. (3) Synergy scores: CSS=-4.48, Synergy_ZIP=4.20, Synergy_Bliss=9.06, Synergy_Loewe=-2.39, Synergy_HSA=-1.39. Drug 2: CC1=C(C(=CC=C1)Cl)NC(=O)C2=CN=C(S2)NC3=CC(=NC(=N3)C)N4CCN(CC4)CCO. Drug 1: C1=CC(=CC=C1CC(C(=O)O)N)N(CCCl)CCCl.Cl. Cell line: SK-MEL-5. (4) Drug 1: CC12CCC3C(C1CCC2=O)CC(=C)C4=CC(=O)C=CC34C. Drug 2: CCC1=CC2CC(C3=C(CN(C2)C1)C4=CC=CC=C4N3)(C5=C(C=C6C(=C5)C78CCN9C7C(C=CC9)(C(C(C8N6C)(C(=O)OC)O)OC(=O)C)CC)OC)C(=O)OC.C(C(C(=O)O)O)(C(=O)O)O. Cell line: IGROV1. Synergy scores: CSS=55.6, Synergy_ZIP=2.95, Synergy_Bliss=4.03, Synergy_Loewe=-4.41, Synergy_HSA=5.41. (5) Drug 1: CC1C(C(=O)NC(C(=O)N2CCCC2C(=O)N(CC(=O)N(C(C(=O)O1)C(C)C)C)C)C(C)C)NC(=O)C3=C4C(=C(C=C3)C)OC5=C(C(=O)C(=C(C5=N4)C(=O)NC6C(OC(=O)C(N(C(=O)CN(C(=O)C7CCCN7C(=O)C(NC6=O)C(C)C)C)C)C(C)C)C)N)C. Drug 2: CCC1=C2CN3C(=CC4=C(C3=O)COC(=O)C4(CC)O)C2=NC5=C1C=C(C=C5)O. Cell line: SK-MEL-5. Synergy scores: CSS=11.4, Synergy_ZIP=1.73, Synergy_Bliss=7.58, Synergy_Loewe=-12.3, Synergy_HSA=2.54. (6) Drug 2: CC1=C(C(=O)C2=C(C1=O)N3CC4C(C3(C2COC(=O)N)OC)N4)N. Drug 1: CCN(CC)CCCC(C)NC1=C2C=C(C=CC2=NC3=C1C=CC(=C3)Cl)OC. Cell line: OVCAR-4. Synergy scores: CSS=10.8, Synergy_ZIP=-5.94, Synergy_Bliss=1.54, Synergy_Loewe=-7.83, Synergy_HSA=-4.55. (7) Drug 1: C1CCC(CC1)NC(=O)N(CCCl)N=O. Drug 2: CN1C(=O)N2C=NC(=C2N=N1)C(=O)N. Cell line: K-562. Synergy scores: CSS=22.4, Synergy_ZIP=-0.920, Synergy_Bliss=1.45, Synergy_Loewe=-15.4, Synergy_HSA=-2.65. (8) Drug 1: C1=CC=C(C=C1)NC(=O)CCCCCCC(=O)NO. Drug 2: CN(CCCl)CCCl.Cl. Cell line: IGROV1. Synergy scores: CSS=12.0, Synergy_ZIP=-4.42, Synergy_Bliss=4.37, Synergy_Loewe=0.529, Synergy_HSA=3.70. (9) Drug 2: CCN(CC)CCCC(C)NC1=C2C=C(C=CC2=NC3=C1C=CC(=C3)Cl)OC. Synergy scores: CSS=35.0, Synergy_ZIP=5.22, Synergy_Bliss=1.51, Synergy_Loewe=-24.8, Synergy_HSA=2.38. Drug 1: CC1=C2C(C(=O)C3(C(CC4C(C3C(C(C2(C)C)(CC1OC(=O)C(C(C5=CC=CC=C5)NC(=O)OC(C)(C)C)O)O)OC(=O)C6=CC=CC=C6)(CO4)OC(=O)C)OC)C)OC. Cell line: A549.